Regression. Given two drug SMILES strings and cell line genomic features, predict the synergy score measuring deviation from expected non-interaction effect. From a dataset of NCI-60 drug combinations with 297,098 pairs across 59 cell lines. (1) Drug 1: C1CC(=O)NC(=O)C1N2CC3=C(C2=O)C=CC=C3N. Drug 2: CCN(CC)CCCC(C)NC1=C2C=C(C=CC2=NC3=C1C=CC(=C3)Cl)OC. Cell line: SK-OV-3. Synergy scores: CSS=13.5, Synergy_ZIP=-6.37, Synergy_Bliss=2.89, Synergy_Loewe=2.24, Synergy_HSA=2.49. (2) Drug 1: CC1=C(C(=O)C2=C(C1=O)N3CC4C(C3(C2COC(=O)N)OC)N4)N. Drug 2: C1C(C(OC1N2C=NC(=NC2=O)N)CO)O. Cell line: PC-3. Synergy scores: CSS=29.1, Synergy_ZIP=-4.86, Synergy_Bliss=-1.04, Synergy_Loewe=2.89, Synergy_HSA=3.72. (3) Drug 2: CC1=C(C(=O)C2=C(C1=O)N3CC4C(C3(C2COC(=O)N)OC)N4)N. Cell line: SNB-19. Synergy scores: CSS=19.3, Synergy_ZIP=-5.89, Synergy_Bliss=0.0917, Synergy_Loewe=-19.2, Synergy_HSA=-2.87. Drug 1: CC1=C(C=C(C=C1)C(=O)NC2=CC(=CC(=C2)C(F)(F)F)N3C=C(N=C3)C)NC4=NC=CC(=N4)C5=CN=CC=C5. (4) Drug 1: CN(C)C1=NC(=NC(=N1)N(C)C)N(C)C. Drug 2: CC1=C(C(CCC1)(C)C)C=CC(=CC=CC(=CC(=O)O)C)C. Cell line: RPMI-8226. Synergy scores: CSS=42.4, Synergy_ZIP=4.77, Synergy_Bliss=2.58, Synergy_Loewe=-56.0, Synergy_HSA=-4.18. (5) Drug 1: C1CC(=O)NC(=O)C1N2CC3=C(C2=O)C=CC=C3N. Drug 2: C1=NC2=C(N=C(N=C2N1C3C(C(C(O3)CO)O)O)F)N. Cell line: SK-MEL-5. Synergy scores: CSS=3.74, Synergy_ZIP=-1.12, Synergy_Bliss=-0.260, Synergy_Loewe=-0.969, Synergy_HSA=-0.504.